From a dataset of Forward reaction prediction with 1.9M reactions from USPTO patents (1976-2016). Predict the product of the given reaction. (1) Given the reactants C([CH:16]1[CH:25]([CH3:26])[CH2:24][C:23]2[C:18](=[CH:19][CH:20]=[CH:21][CH:22]=2)[O:17]1)CCCCCCCCCCCCCC.[BH4-].[Na+], predict the reaction product. The product is: [CH3:26][CH:25]1[CH2:24][C:23]2[C:18](=[CH:19][CH:20]=[CH:21][CH:22]=2)[O:17][CH2:16]1. (2) Given the reactants [O:1]1[CH:5]=[CH:4][CH:3]=[C:2]1[C:6]1[C:11]([I:12])=[C:10](S(C)=O)[N:9]=[C:8]([NH2:16])[N:7]=1.[CH:17]([OH:20])([CH3:19])[CH3:18].C1CCN2C(=NCCC2)CC1, predict the reaction product. The product is: [O:1]1[CH:5]=[CH:4][CH:3]=[C:2]1[C:6]1[C:11]([I:12])=[C:10]([O:20][CH:17]([CH3:19])[CH3:18])[N:9]=[C:8]([NH2:16])[N:7]=1. (3) Given the reactants [CH2:1]1[C:9]2[C:4](=[CH:5][CH:6]=[CH:7][CH:8]=2)[CH2:3][N:2]1[C:10]([NH:12][C:13]1[CH:21]=[CH:20][C:16]([C:17]([OH:19])=O)=[CH:15][CH:14]=1)=[O:11].O.ON1C2C=CC=CC=2N=N1.[C:33]1([CH2:39][CH2:40][CH2:41][NH2:42])[CH:38]=[CH:37][CH:36]=[CH:35][CH:34]=1.Cl.CN(C)CCCN=C=NCC, predict the reaction product. The product is: [C:33]1([CH2:39][CH2:40][CH2:41][NH:42][C:17]([C:16]2[CH:20]=[CH:21][C:13]([NH:12][C:10]([N:2]3[CH2:1][C:9]4[C:4](=[CH:5][CH:6]=[CH:7][CH:8]=4)[CH2:3]3)=[O:11])=[CH:14][CH:15]=2)=[O:19])[CH:38]=[CH:37][CH:36]=[CH:35][CH:34]=1. (4) Given the reactants [NH2:1][C:2]1[CH:10]=[CH:9][C:8]([Cl:11])=[CH:7][C:3]=1[C:4]([OH:6])=O.[CH3:12][O:13][C:14](=[O:31])[C@@H:15]([NH2:30])[CH2:16][C:17]1[CH:22]=[CH:21][C:20]([C:23]2[CH:28]=[CH:27][CH:26]=[C:25]([OH:29])[CH:24]=2)=[CH:19][CH:18]=1.CN(C(ON1N=NC2C=CC=CC1=2)=[N+](C)C)C.F[P-](F)(F)(F)(F)F.CCN(C(C)C)C(C)C, predict the reaction product. The product is: [CH3:12][O:13][C:14](=[O:31])[C@@H:15]([NH:30][C:4](=[O:6])[C:3]1[CH:7]=[C:8]([Cl:11])[CH:9]=[CH:10][C:2]=1[NH2:1])[CH2:16][C:17]1[CH:18]=[CH:19][C:20]([C:23]2[CH:28]=[CH:27][CH:26]=[C:25]([OH:29])[CH:24]=2)=[CH:21][CH:22]=1. (5) Given the reactants Cl[CH2:2][O:3][CH3:4].C(N(C(C)C)CC)(C)C.[OH:14][CH2:15][C:16]1[CH:17]=[C:18]([C:22]2[CH:27]=[CH:26][C:25]([C:28]([O:30][CH3:31])=[O:29])=[CH:24][CH:23]=2)[CH:19]=[CH:20][CH:21]=1, predict the reaction product. The product is: [CH3:4][O:3][CH2:2][O:14][CH2:15][C:16]1[CH:17]=[C:18]([C:22]2[CH:27]=[CH:26][C:25]([C:28]([O:30][CH3:31])=[O:29])=[CH:24][CH:23]=2)[CH:19]=[CH:20][CH:21]=1. (6) Given the reactants [CH2:1]([C:3]1[C:8]([N+:9]([O-])=O)=[C:7]([NH:12][CH3:13])[CH:6]=[C:5]([NH:14][CH2:15][C:16]2[CH:21]=[CH:20][C:19]([F:22])=[CH:18][CH:17]=2)[N:4]=1)[CH3:2], predict the reaction product. The product is: [CH2:1]([C:3]1[C:8]([NH2:9])=[C:7]([NH:12][CH3:13])[CH:6]=[C:5]([NH:14][CH2:15][C:16]2[CH:17]=[CH:18][C:19]([F:22])=[CH:20][CH:21]=2)[N:4]=1)[CH3:2].